From a dataset of Full USPTO retrosynthesis dataset with 1.9M reactions from patents (1976-2016). Predict the reactants needed to synthesize the given product. (1) Given the product [Cl:1][C:2]1[CH:3]=[C:4]2[C:9](=[CH:10][CH:11]=1)[C:8](=[O:12])[N:7]([CH2:13][C:14]1[CH:15]=[CH:16][C:17]([S:20]([CH3:23])(=[O:21])=[O:22])=[CH:18][CH:19]=1)[C:6]([CH:24]([OH:25])[CH3:32])=[C:5]2[C:26]1[CH:27]=[CH:28][CH:29]=[CH:30][CH:31]=1, predict the reactants needed to synthesize it. The reactants are: [Cl:1][C:2]1[CH:3]=[C:4]2[C:9](=[CH:10][CH:11]=1)[C:8](=[O:12])[N:7]([CH2:13][C:14]1[CH:19]=[CH:18][C:17]([S:20]([CH3:23])(=[O:22])=[O:21])=[CH:16][CH:15]=1)[C:6]([CH:24]=[O:25])=[C:5]2[C:26]1[CH:31]=[CH:30][CH:29]=[CH:28][CH:27]=1.[CH:32](OC(C)C)(C)C. (2) Given the product [CH3:36][C:27]([C:28]([O:30][C:31]([CH3:34])([CH3:33])[CH3:32])=[O:29])([CH3:35])[NH:26][C:21](=[O:23])[CH2:20][C@H:17]1[CH2:18][CH2:19][C@H:14]([C:11]2[CH:10]=[CH:9][C:8]([C:5]3[NH:6][N:7]=[C:3]([C:2]([F:25])([F:1])[F:24])[CH:4]=3)=[CH:13][CH:12]=2)[CH2:15][CH2:16]1, predict the reactants needed to synthesize it. The reactants are: [F:1][C:2]([F:25])([F:24])[C:3]1[NH:7][N:6]=[C:5]([C:8]2[CH:13]=[CH:12][C:11]([C@H:14]3[CH2:19][CH2:18][C@H:17]([CH2:20][C:21]([OH:23])=O)[CH2:16][CH2:15]3)=[CH:10][CH:9]=2)[CH:4]=1.[NH2:26][C:27]([CH3:36])([CH3:35])[C:28]([O:30][C:31]([CH3:34])([CH3:33])[CH3:32])=[O:29].C(N(C(C)C)CC)(C)C. (3) Given the product [CH3:16][O:17][CH2:18][CH2:19][O:1][C:2]1[C:3]([CH3:15])=[C:4]([CH:9]=[CH:10][C:11]=1[N+:12]([O-:14])=[O:13])[C:5]([O:7][CH3:8])=[O:6], predict the reactants needed to synthesize it. The reactants are: [OH:1][C:2]1[C:3]([CH3:15])=[C:4]([CH:9]=[CH:10][C:11]=1[N+:12]([O-:14])=[O:13])[C:5]([O:7][CH3:8])=[O:6].[CH3:16][O:17][CH2:18][CH2:19]Cl.C(=O)([O-])[O-].[K+].[K+].[I-].[K+]. (4) Given the product [Br:1][C:2]1[CH:3]=[N:4][CH:5]=[C:6]([CH:10]=1)[C:7]([O:9][CH2:20][CH3:21])=[O:8], predict the reactants needed to synthesize it. The reactants are: [Br:1][C:2]1[CH:3]=[N:4][CH:5]=[C:6]([CH:10]=1)[C:7]([OH:9])=[O:8].S(Cl)(Cl)=O.C([O-])(O)=O.[Na+].[CH2:20](O)[CH3:21]. (5) Given the product [ClH:1].[ClH:1].[F:21][C:18]1([F:22])[CH2:19][CH2:20][N:16]([CH2:15][CH2:14][NH2:13])[CH2:17]1, predict the reactants needed to synthesize it. The reactants are: [ClH:1].C(OCC)C.C(OC(=O)[NH:13][CH2:14][CH2:15][N:16]1[CH2:20][CH2:19][C:18]([F:22])([F:21])[CH2:17]1)(C)(C)C.